Dataset: Forward reaction prediction with 1.9M reactions from USPTO patents (1976-2016). Task: Predict the product of the given reaction. (1) Given the reactants O1CCOCC1.Br[C:8]1[S:23][C:11]2[N:12]=[C:13]([C:17]3[S:18][CH:19]=[C:20]([CH3:22])[N:21]=3)[N:14]=[C:15]([NH2:16])[C:10]=2[CH:9]=1.[C:24]1([C:30](B(O)O)=[CH2:31])[CH:29]=[CH:28][CH:27]=[CH:26][CH:25]=1.C([O-])([O-])=O.[K+].[K+], predict the reaction product. The product is: [CH3:22][C:20]1[N:21]=[C:17]([C:13]2[N:14]=[C:15]([NH2:16])[C:10]3[CH:9]=[C:8]([C:30]([C:24]4[CH:29]=[CH:28][CH:27]=[CH:26][CH:25]=4)=[CH2:31])[S:23][C:11]=3[N:12]=2)[S:18][CH:19]=1. (2) Given the reactants [Br:1][C:2]1[C:3]([C:14]2[S:15][CH2:16][C:17](O)([C:19]([F:22])([F:21])[F:20])[N:18]=2)=[CH:4][C:5]([NH:8][C:9]([NH:11][CH2:12][CH3:13])=[O:10])=[N:6][CH:7]=1.C(OC(C(F)(F)F)=O)(C(F)(F)F)=O, predict the reaction product. The product is: [Br:1][C:2]1[C:3]([C:14]2[S:15][CH:16]=[C:17]([C:19]([F:21])([F:20])[F:22])[N:18]=2)=[CH:4][C:5]([NH:8][C:9]([NH:11][CH2:12][CH3:13])=[O:10])=[N:6][CH:7]=1. (3) Given the reactants [CH3:1][O:2][C:3]([C:5]1[CH:10]=[CH:9][CH:8]=[C:7](O)[N:6]=1)=[O:4].P(Cl)(Cl)([Cl:14])=O, predict the reaction product. The product is: [Cl:14][C:7]1[N:6]=[C:5]([C:3]([O:2][CH3:1])=[O:4])[CH:10]=[CH:9][CH:8]=1. (4) Given the reactants O[C:2]1([C:7]2[CH:12]=[CH:11][C:10]([C:13]3([C:16]([OH:18])=[O:17])[CH2:15][CH2:14]3)=[CH:9][CH:8]=2)[CH2:6][CH2:5][CH2:4][CH2:3]1.C([SiH](CC)CC)C.C(O)(C(F)(F)F)=O, predict the reaction product. The product is: [CH:2]1([C:7]2[CH:8]=[CH:9][C:10]([C:13]3([C:16]([OH:18])=[O:17])[CH2:14][CH2:15]3)=[CH:11][CH:12]=2)[CH2:3][CH2:4][CH2:5][CH2:6]1.